Dataset: Full USPTO retrosynthesis dataset with 1.9M reactions from patents (1976-2016). Task: Predict the reactants needed to synthesize the given product. (1) Given the product [OH:35][CH2:34][CH2:33][CH2:32][O:1][C:2]1[CH:3]=[C:4]([NH:8][C:9]2[CH:10]=[CH:11][C:12]([CH3:30])=[C:13]([C:15]3[S:19][C:18]([S:20][CH3:21])=[C:17]([C:22]#[N:23])[C:16]=3[C:24]3[CH:25]=[N:26][CH:27]=[CH:28][CH:29]=3)[CH:14]=2)[CH:5]=[CH:6][CH:7]=1, predict the reactants needed to synthesize it. The reactants are: [OH:1][C:2]1[CH:3]=[C:4]([NH:8][C:9]2[CH:10]=[CH:11][C:12]([CH3:30])=[C:13]([C:15]3[S:19][C:18]([S:20][CH3:21])=[C:17]([C:22]#[N:23])[C:16]=3[C:24]3[CH:25]=[N:26][CH:27]=[CH:28][CH:29]=3)[CH:14]=2)[CH:5]=[CH:6][CH:7]=1.Br[CH2:32][CH2:33][CH2:34][OH:35].C([O-])([O-])=O.[K+].[K+]. (2) The reactants are: Br[C:2]1[CH:7]=[CH:6][CH:5]=[C:4]([Br:8])[N:3]=1.[C:9]1(B(O)O)[CH:14]=[CH:13][CH:12]=[CH:11][CH:10]=1. Given the product [Br:8][C:4]1[CH:5]=[CH:6][CH:7]=[C:2]([C:9]2[CH:14]=[CH:13][CH:12]=[CH:11][CH:10]=2)[N:3]=1, predict the reactants needed to synthesize it. (3) Given the product [O:18]1[C:2]2([CH2:5][N:4]([C:6]([O:8][C:9]([CH3:12])([CH3:11])[CH3:10])=[O:7])[CH2:3]2)[CH2:1]1, predict the reactants needed to synthesize it. The reactants are: [CH2:1]=[C:2]1[CH2:5][N:4]([C:6]([O:8][C:9]([CH3:12])([CH3:11])[CH3:10])=[O:7])[CH2:3]1.ClC1C=C(C=CC=1)C(OO)=[O:18]. (4) Given the product [C:19]([O:22][C:23]([N:3]1[CH2:4][CH2:5][CH:6]([CH3:8])[CH:7]([OH:35])[CH2:2]1)=[O:24])([CH3:21])([CH3:20])[CH3:18], predict the reactants needed to synthesize it. The reactants are: O[C:2]1[CH:7]=[C:6]([CH3:8])[CH:5]=[CH:4][N:3]=1.[H][H].CCN(CC)CC.[CH3:18][C:19]([O:22][C:23](O[C:23]([O:22][C:19]([CH3:21])([CH3:20])[CH3:18])=[O:24])=[O:24])([CH3:21])[CH3:20].CC(O)=[O:35]. (5) Given the product [Cl:41][C:29]1[C:30]([C:32]2[N:36]3[CH:37]=[CH:38][CH:39]=[CH:40][C:35]3=[N:34][CH:33]=2)=[N:31][C:19]([NH:18][C:15]2[CH:16]=[CH:17][C:12]([N:9]3[CH2:10][CH2:11][N:6]([C:3](=[O:5])[CH3:4])[CH2:7][CH2:8]3)=[CH:13][C:14]=2[CH2:22][O:23][CH3:24])=[N:27][CH:28]=1, predict the reactants needed to synthesize it. The reactants are: [H-].[Na+].[C:3]([N:6]1[CH2:11][CH2:10][N:9]([C:12]2[CH:17]=[CH:16][C:15]([NH:18][C:19](=O)C)=[C:14]([CH2:22][O:23][CH3:24])[CH:13]=2)[CH2:8][CH2:7]1)(=[O:5])[CH3:4].ClC1[N:31]=[C:30]([C:32]2[N:36]3[CH:37]=[CH:38][CH:39]=[CH:40][C:35]3=[N:34][CH:33]=2)[C:29]([Cl:41])=[CH:28][N:27]=1. (6) Given the product [CH3:8][C:7]1[C:2]([C:11]2[CH:16]=[CH:15][CH:14]=[CH:13][CH:12]=2)=[CH:3][C:4]([CH2:9][OH:10])=[CH:5][CH:6]=1, predict the reactants needed to synthesize it. The reactants are: I[C:2]1[CH:3]=[C:4]([CH2:9][OH:10])[CH:5]=[CH:6][C:7]=1[CH3:8].[C:11]1(B(O)O)[CH:16]=[CH:15][CH:14]=[CH:13][CH:12]=1.C(=O)([O-])[O-].[Na+].[Na+].O. (7) Given the product [CH2:27]([O:26][CH:19]([O:23][CH2:24][CH3:25])[CH:4]([N+:1]([O-:3])=[O:2])[C:5]([O:7][CH2:8][CH3:9])=[O:6])[CH3:28], predict the reactants needed to synthesize it. The reactants are: [N+:1]([CH2:4][C:5]([O:7][CH2:8][CH3:9])=[O:6])([O-:3])=[O:2].C(N(CC)C(C)C)(C)C.[CH:19]([O:26][CH2:27][CH3:28])([O:23][CH2:24][CH3:25])OCC.C(=O)(O)[O-].[Na+]. (8) The reactants are: Cl[CH2:2][C:3]([NH:5][C@@H:6]1[CH2:11][O:10][C:9]2=[N:12][C:13]([N+:15]([O-:17])=[O:16])=[CH:14][N:8]2[CH2:7]1)=[O:4].[F:18][C:19]([F:39])([F:38])[CH2:20][O:21][CH2:22][CH2:23][O:24][C:25]1[CH:37]=[CH:36][C:28]([O:29][CH:30]2[CH2:35][CH2:34][NH:33][CH2:32][CH2:31]2)=[CH:27][CH:26]=1. Given the product [F:39][C:19]([F:18])([F:38])[CH2:20][O:21][CH2:22][CH2:23][O:24][C:25]1[CH:26]=[CH:27][C:28]([O:29][CH:30]2[CH2:35][CH2:34][N:33]([CH2:2][C:3]([NH:5][C@@H:6]3[CH2:11][O:10][C:9]4=[N:12][C:13]([N+:15]([O-:17])=[O:16])=[CH:14][N:8]4[CH2:7]3)=[O:4])[CH2:32][CH2:31]2)=[CH:36][CH:37]=1, predict the reactants needed to synthesize it.